From a dataset of NCI-60 drug combinations with 297,098 pairs across 59 cell lines. Regression. Given two drug SMILES strings and cell line genomic features, predict the synergy score measuring deviation from expected non-interaction effect. (1) Drug 1: CCCS(=O)(=O)NC1=C(C(=C(C=C1)F)C(=O)C2=CNC3=C2C=C(C=N3)C4=CC=C(C=C4)Cl)F. Drug 2: CN(C)C1=NC(=NC(=N1)N(C)C)N(C)C. Cell line: COLO 205. Synergy scores: CSS=39.0, Synergy_ZIP=5.80, Synergy_Bliss=7.97, Synergy_Loewe=-16.3, Synergy_HSA=3.20. (2) Drug 1: CN(C)C1=NC(=NC(=N1)N(C)C)N(C)C. Drug 2: C1=NC2=C(N1)C(=S)N=C(N2)N. Cell line: KM12. Synergy scores: CSS=39.9, Synergy_ZIP=2.58, Synergy_Bliss=4.50, Synergy_Loewe=-17.6, Synergy_HSA=5.82. (3) Drug 1: CN1CCC(CC1)COC2=C(C=C3C(=C2)N=CN=C3NC4=C(C=C(C=C4)Br)F)OC. Drug 2: CN(C(=O)NC(C=O)C(C(C(CO)O)O)O)N=O. Cell line: BT-549. Synergy scores: CSS=-1.45, Synergy_ZIP=0.111, Synergy_Bliss=-3.46, Synergy_Loewe=-5.23, Synergy_HSA=-5.56.